This data is from CYP2C19 inhibition data for predicting drug metabolism from PubChem BioAssay. The task is: Regression/Classification. Given a drug SMILES string, predict its absorption, distribution, metabolism, or excretion properties. Task type varies by dataset: regression for continuous measurements (e.g., permeability, clearance, half-life) or binary classification for categorical outcomes (e.g., BBB penetration, CYP inhibition). Dataset: cyp2c19_veith. (1) The molecule is COCC(=O)N1CCC2(CC1)CN(c1ccccc1)C2. The result is 0 (non-inhibitor). (2) The drug is COc1ccc(OC)c(C(=O)CN2C(=O)NC(C)(c3ccccc3)C2=O)c1. The result is 1 (inhibitor).